This data is from Forward reaction prediction with 1.9M reactions from USPTO patents (1976-2016). The task is: Predict the product of the given reaction. (1) The product is: [Cl:27][C:28]1[C:29]([F:54])=[C:30]([NH:34][C:35]2[C:44]3[C:39](=[CH:40][C:41]([O:52][CH3:53])=[C:42]([O:45][CH:46]4[CH2:47][CH2:48][N:49]([C:70]([C:67]5[CH:66]=[C:65]([CH3:64])[O:69][N:68]=5)=[O:71])[CH2:50][CH2:51]4)[CH:43]=3)[N:38]=[CH:37][N:36]=2)[CH:31]=[CH:32][CH:33]=1. Given the reactants CN(C(ON1N=NC2C=CC=NC1=2)=[N+](C)C)C.F[P-](F)(F)(F)(F)F.Cl.Cl.[Cl:27][C:28]1[C:29]([F:54])=[C:30]([NH:34][C:35]2[C:44]3[C:39](=[CH:40][C:41]([O:52][CH3:53])=[C:42]([O:45][CH:46]4[CH2:51][CH2:50][NH:49][CH2:48][CH2:47]4)[CH:43]=3)[N:38]=[CH:37][N:36]=2)[CH:31]=[CH:32][CH:33]=1.C(N(C(C)C)CC)(C)C.[CH3:64][C:65]1[O:69][N:68]=[C:67]([C:70](O)=[O:71])[CH:66]=1, predict the reaction product. (2) Given the reactants [Cl:1][C:2]1[CH:3]=[C:4]([CH:7]=[CH:8][C:9]=1[Cl:10])[CH:5]=O.[C:11]([CH2:13][C:14](OCC)=[O:15])#[N:12].[CH2:19]([O:26][CH2:27][C@@H:28]([CH3:33])[CH2:29][C:30](=[NH:32])[NH2:31])[C:20]1[CH:25]=[CH:24][CH:23]=[CH:22][CH:21]=1.C([O-])([O-])=O.[K+].[K+], predict the reaction product. The product is: [CH2:19]([O:26][CH2:27][C@@H:28]([CH3:33])[CH2:29][C:30]1[N:31]=[C:5]([C:4]2[CH:7]=[CH:8][C:9]([Cl:10])=[C:2]([Cl:1])[CH:3]=2)[C:13]([C:11]#[N:12])=[C:14]([OH:15])[N:32]=1)[C:20]1[CH:25]=[CH:24][CH:23]=[CH:22][CH:21]=1.